Dataset: Full USPTO retrosynthesis dataset with 1.9M reactions from patents (1976-2016). Task: Predict the reactants needed to synthesize the given product. (1) Given the product [C:1]1([CH:7]2[CH2:11][O:10][CH2:9][C:8]2=[O:12])[CH:2]=[CH:3][CH:4]=[CH:5][CH:6]=1, predict the reactants needed to synthesize it. The reactants are: [C:1]1([C@H:7]2[CH2:11][O:10][CH2:9][C@@H:8]2[OH:12])[CH:6]=[CH:5][CH:4]=[CH:3][CH:2]=1.ClN1C(=O)N(Cl)C(=O)N(Cl)C1=O.CCCCCC.C(OCC)(=O)C. (2) Given the product [O:14]1[C:10]([C:7]2[CH:6]=[CH:5][C:4]([NH2:1])=[CH:9][CH:8]=2)=[CH:11][N:12]=[CH:13]1, predict the reactants needed to synthesize it. The reactants are: [N+:1]([C:4]1[CH:9]=[CH:8][C:7]([C:10]2[O:14][CH:13]=[N:12][CH:11]=2)=[CH:6][CH:5]=1)([O-])=O. (3) Given the product [CH2:17]([NH:24][C:25]([NH:16][C:10]1[CH:11]=[CH:12][C:13]([O:14][CH3:15])=[C:8]([C:3]2[N:4]([CH3:7])[N:5]=[CH:6][C:2]=2[Cl:1])[CH:9]=1)=[O:26])[C:18]1[CH:23]=[CH:22][CH:21]=[CH:20][CH:19]=1, predict the reactants needed to synthesize it. The reactants are: [Cl:1][C:2]1[CH:6]=[N:5][N:4]([CH3:7])[C:3]=1[C:8]1[CH:9]=[C:10]([NH2:16])[CH:11]=[CH:12][C:13]=1[O:14][CH3:15].[CH2:17]([N:24]=[C:25]=[O:26])[C:18]1[CH:23]=[CH:22][CH:21]=[CH:20][CH:19]=1. (4) Given the product [F:37][CH:4]([F:3])[CH:5]([C:7]1[S:11][CH:10]=[C:9]([C:12]2[C:21]3[C:16](=[CH:17][C:18]([C:22]4[CH:23]=[CH:24][C:25]([C:28]([F:31])([F:29])[F:30])=[CH:26][CH:27]=4)=[CH:19][CH:20]=3)[CH:15]=[C:14]([C:32]([OH:34])=[O:33])[CH:13]=2)[CH:8]=1)[OH:6], predict the reactants needed to synthesize it. The reactants are: [OH-].[Li+].[F:3][CH:4]([F:37])[CH:5]([C:7]1[S:11][CH:10]=[C:9]([C:12]2[C:21]3[C:16](=[CH:17][C:18]([C:22]4[CH:27]=[CH:26][C:25]([C:28]([F:31])([F:30])[F:29])=[CH:24][CH:23]=4)=[CH:19][CH:20]=3)[CH:15]=[C:14]([C:32]([O:34]CC)=[O:33])[CH:13]=2)[CH:8]=1)[OH:6]. (5) Given the product [Cl:1][C:2]1[CH:3]=[C:4]([CH:12]=[CH:13][CH:14]=1)[CH2:5][C:6]1[N:26]=[C:25]([S:15]([C:18]2[CH:24]=[CH:23][C:21]([CH3:22])=[CH:20][CH:19]=2)(=[O:17])=[O:16])[S:8][N:7]=1, predict the reactants needed to synthesize it. The reactants are: [Cl:1][C:2]1[CH:3]=[C:4]([CH:12]=[CH:13][CH:14]=1)[CH2:5][C:6]1OC(=O)[S:8][N:7]=1.[S:15]([C:25]#[N:26])([C:18]1[CH:24]=[CH:23][C:21]([CH3:22])=[CH:20][CH:19]=1)(=[O:17])=[O:16]. (6) Given the product [Br:1][C:2]1[N:6]2[CH:7]=[C:8]([C:32]3[CH:33]=[CH:34][O:30][CH:31]=3)[CH:9]=[C:10]([C:11]([F:12])([F:13])[F:14])[C:5]2=[N:4][C:3]=1[C:16]([N:18]1[CH2:22][CH2:21][CH:20]([C:23]2[CH:28]=[CH:27][C:26]([F:29])=[CH:25][CH:24]=2)[CH2:19]1)=[O:17], predict the reactants needed to synthesize it. The reactants are: [Br:1][C:2]1[N:6]2[CH:7]=[C:8](Br)[CH:9]=[C:10]([C:11]([F:14])([F:13])[F:12])[C:5]2=[N:4][C:3]=1[C:16]([N:18]1[CH2:22][CH2:21][CH:20]([C:23]2[CH:28]=[CH:27][C:26]([F:29])=[CH:25][CH:24]=2)[CH2:19]1)=[O:17].[O:30]1[CH:34]=[CH:33][C:32](B(O)O)=[CH:31]1. (7) Given the product [O:34]1[C@H:33]([C@H:32]([O:37][CH2:48][C:49]2[CH:54]=[CH:53][CH:52]=[CH:51][CH:50]=2)[CH:31]=[CH2:30])[CH2:35]1, predict the reactants needed to synthesize it. The reactants are: C1[C@H:35](N)[C@@H:33]([O:34][C@H]2[O:34][C@H:33]([CH2:35]N)[C@@H:32]([OH:37])[C@H:31](O)[C@H:30]2N)[C@H:32]([O:37][C@@H:30]2[O:34][C@H:33]([CH2:35]O)[C@@H:32]([O:37][C@H]3[O:34][C@@H:33]([CH2:35]N)[C@@H:32]([OH:37])[C@H:31](O)[C@H:30]3N)[C@H:31]2O)[C@@H:31](O)[C@@H:30]1N.OS(O)(=O)=O.[CH2:48](Br)[C:49]1[CH:54]=[CH:53][CH:52]=[CH:51][CH:50]=1.[H-].[Na+].